Dataset: Reaction yield outcomes from USPTO patents with 853,638 reactions. Task: Predict the reaction yield, written as a fraction of the theoretical maximum amount of product (1.0 means a 100% yield; for example, 0.34 means a 34% yield). The reactants are Br[C:2]1[CH:7]=[C:6]([O:8][C:9]([F:12])([F:11])[F:10])[CH:5]=[C:4]([O:13][CH:14]([CH3:16])[CH3:15])[CH:3]=1.[CH3:17][NH2:18].C1COCC1.C(Cl)(Cl)Cl.C1C=CC(P(C2C(C3C(P(C4C=CC=CC=4)C4C=CC=CC=4)=CC=C4C=3C=CC=C4)=C3C(C=CC=C3)=CC=2)C2C=CC=CC=2)=CC=1.C([O-])([O-])=O.[Cs+].[Cs+]. The catalyst is C1C=CC(/C=C/C(/C=C/C2C=CC=CC=2)=O)=CC=1.C1C=CC(/C=C/C(/C=C/C2C=CC=CC=2)=O)=CC=1.C1C=CC(/C=C/C(/C=C/C2C=CC=CC=2)=O)=CC=1.[Pd].[Pd].C1(C)C=CC=CC=1. The product is [CH:14]([O:13][C:4]1[CH:3]=[C:2]([CH:7]=[C:6]([O:8][C:9]([F:12])([F:11])[F:10])[CH:5]=1)[NH:18][CH3:17])([CH3:16])[CH3:15]. The yield is 0.480.